Dataset: Serine/threonine kinase 33 screen with 319,792 compounds. Task: Binary Classification. Given a drug SMILES string, predict its activity (active/inactive) in a high-throughput screening assay against a specified biological target. (1) The molecule is Brc1cc(C(=O)N2N=C(CC2(O)C(C)(C)C)C(OCC)=O)ccc1. The result is 0 (inactive). (2) The compound is Fc1ccc(C(N(Cc2occc2)C(=O)CCC(=O)Nc2ncccc2)C(=O)NC(C)C)cc1. The result is 0 (inactive). (3) The molecule is O(c1ccc(cc1)C)CC(=O)N\N=C\c1n(ccc1)C. The result is 0 (inactive). (4) The result is 0 (inactive). The drug is O(c1cc(CNC(=O)CS(=O)CC(O)=O)ccc1OC)C.